This data is from Full USPTO retrosynthesis dataset with 1.9M reactions from patents (1976-2016). The task is: Predict the reactants needed to synthesize the given product. Given the product [CH3:7][NH:8][C:9]([N:15]1[C:16]([CH3:17])=[C:12]([CH3:11])[C:13]([O:18][C:19]2[CH:24]=[CH:23][C:22]([C:25]([F:28])([F:27])[F:26])=[CH:21][C:20]=2[N+:29]([O-:31])=[O:30])=[N:14]1)=[O:10], predict the reactants needed to synthesize it. The reactants are: C(=O)([O-])[O-].[K+].[K+].[CH3:7][N:8]=[C:9]=[O:10].[CH3:11][C:12]1[C:13]([O:18][C:19]2[CH:24]=[CH:23][C:22]([C:25]([F:28])([F:27])[F:26])=[CH:21][C:20]=2[N+:29]([O-:31])=[O:30])=[N:14][NH:15][C:16]=1[CH3:17].Cl.